Dataset: Full USPTO retrosynthesis dataset with 1.9M reactions from patents (1976-2016). Task: Predict the reactants needed to synthesize the given product. The reactants are: CN(C)C=O.[C:6]1([SH:12])[CH:11]=[CH:10][CH:9]=[CH:8][CH:7]=1.[H-].[Na+].Br[C:16]1[CH:21]=[CH:20][C:19]([Br:22])=[CH:18][N:17]=1. Given the product [Br:22][C:19]1[CH:20]=[CH:21][C:16]([S:12][C:6]2[CH:11]=[CH:10][CH:9]=[CH:8][CH:7]=2)=[N:17][CH:18]=1, predict the reactants needed to synthesize it.